This data is from Reaction yield outcomes from USPTO patents with 853,638 reactions. The task is: Predict the reaction yield, written as a fraction of the theoretical maximum amount of product (1.0 means a 100% yield; for example, 0.34 means a 34% yield). The reactants are [CH3:1][O:2][C:3]1[CH:4]=[C:5]([CH:7]=[CH:8][CH:9]=1)[NH2:6].[C:10](OC(=O)C)(=[O:12])[CH3:11]. The catalyst is O1CCCC1. The product is [CH3:11][C:10]([NH:6][C:5]1[CH:7]=[CH:8][CH:9]=[C:3]([O:2][CH3:1])[CH:4]=1)=[O:12]. The yield is 0.990.